This data is from NCI-60 drug combinations with 297,098 pairs across 59 cell lines. The task is: Regression. Given two drug SMILES strings and cell line genomic features, predict the synergy score measuring deviation from expected non-interaction effect. (1) Drug 1: C1=NC2=C(N1)C(=S)N=C(N2)N. Drug 2: CC1C(C(=O)NC(C(=O)N2CCCC2C(=O)N(CC(=O)N(C(C(=O)O1)C(C)C)C)C)C(C)C)NC(=O)C3=C4C(=C(C=C3)C)OC5=C(C(=O)C(=C(C5=N4)C(=O)NC6C(OC(=O)C(N(C(=O)CN(C(=O)C7CCCN7C(=O)C(NC6=O)C(C)C)C)C)C(C)C)C)N)C. Cell line: SK-MEL-5. Synergy scores: CSS=20.9, Synergy_ZIP=0.770, Synergy_Bliss=2.15, Synergy_Loewe=0.498, Synergy_HSA=0.838. (2) Cell line: OVCAR-5. Synergy scores: CSS=6.96, Synergy_ZIP=-3.22, Synergy_Bliss=-1.48, Synergy_Loewe=0.359, Synergy_HSA=0.660. Drug 1: CC1=C(C=C(C=C1)NC(=O)C2=CC=C(C=C2)CN3CCN(CC3)C)NC4=NC=CC(=N4)C5=CN=CC=C5. Drug 2: C1=NNC2=C1C(=O)NC=N2. (3) Drug 1: C1CC(=O)NC(=O)C1N2CC3=C(C2=O)C=CC=C3N. Drug 2: C1CN(CCN1C(=O)CCBr)C(=O)CCBr. Cell line: RXF 393. Synergy scores: CSS=15.8, Synergy_ZIP=-3.08, Synergy_Bliss=1.92, Synergy_Loewe=1.05, Synergy_HSA=3.86. (4) Drug 1: CCC1=C2CN3C(=CC4=C(C3=O)COC(=O)C4(CC)O)C2=NC5=C1C=C(C=C5)O. Drug 2: CC1C(C(CC(O1)OC2CC(OC(C2O)C)OC3=CC4=CC5=C(C(=O)C(C(C5)C(C(=O)C(C(C)O)O)OC)OC6CC(C(C(O6)C)O)OC7CC(C(C(O7)C)O)OC8CC(C(C(O8)C)O)(C)O)C(=C4C(=C3C)O)O)O)O. Cell line: A549. Synergy scores: CSS=62.2, Synergy_ZIP=1.10, Synergy_Bliss=3.21, Synergy_Loewe=-1.09, Synergy_HSA=2.85. (5) Drug 1: C1CC(=O)NC(=O)C1N2CC3=C(C2=O)C=CC=C3N. Drug 2: C1CC(C1)(C(=O)O)C(=O)O.[NH2-].[NH2-].[Pt+2]. Cell line: UO-31. Synergy scores: CSS=2.66, Synergy_ZIP=-3.44, Synergy_Bliss=-6.54, Synergy_Loewe=-8.14, Synergy_HSA=-6.80. (6) Drug 1: CCC1=C2CN3C(=CC4=C(C3=O)COC(=O)C4(CC)O)C2=NC5=C1C=C(C=C5)O. Drug 2: C1CCC(C(C1)N)N.C(=O)(C(=O)[O-])[O-].[Pt+4]. Cell line: NCI-H522. Synergy scores: CSS=48.2, Synergy_ZIP=-3.92, Synergy_Bliss=-0.489, Synergy_Loewe=3.46, Synergy_HSA=5.71. (7) Drug 1: C1=CC(=CC=C1CCCC(=O)O)N(CCCl)CCCl. Drug 2: CS(=O)(=O)CCNCC1=CC=C(O1)C2=CC3=C(C=C2)N=CN=C3NC4=CC(=C(C=C4)OCC5=CC(=CC=C5)F)Cl. Cell line: NCIH23. Synergy scores: CSS=44.1, Synergy_ZIP=2.62, Synergy_Bliss=-5.90, Synergy_Loewe=-7.27, Synergy_HSA=-6.67. (8) Drug 1: CC1=C2C(C(=O)C3(C(CC4C(C3C(C(C2(C)C)(CC1OC(=O)C(C(C5=CC=CC=C5)NC(=O)C6=CC=CC=C6)O)O)OC(=O)C7=CC=CC=C7)(CO4)OC(=O)C)O)C)OC(=O)C. Drug 2: C1=NC(=NC(=O)N1C2C(C(C(O2)CO)O)O)N. Cell line: SK-MEL-28. Synergy scores: CSS=15.5, Synergy_ZIP=-6.43, Synergy_Bliss=-2.99, Synergy_Loewe=-11.4, Synergy_HSA=-0.458. (9) Drug 1: CC1C(C(CC(O1)OC2CC(CC3=C2C(=C4C(=C3O)C(=O)C5=C(C4=O)C(=CC=C5)OC)O)(C(=O)C)O)N)O.Cl. Drug 2: C1=CC=C(C=C1)NC(=O)CCCCCCC(=O)NO. Cell line: EKVX. Synergy scores: CSS=21.4, Synergy_ZIP=5.46, Synergy_Bliss=8.21, Synergy_Loewe=6.50, Synergy_HSA=7.88.